From a dataset of Full USPTO retrosynthesis dataset with 1.9M reactions from patents (1976-2016). Predict the reactants needed to synthesize the given product. (1) Given the product [F:24][C:5]([F:23])([C:6]1[CH:7]=[C:8]([C:27]2[CH:34]=[CH:33][C:32]([C:35]([F:38])([F:37])[F:36])=[CH:31][C:28]=2[CH:29]=[O:30])[C:9]([O:12][CH3:13])=[CH:10][CH:11]=1)[C:4]([OH:3])=[O:25], predict the reactants needed to synthesize it. The reactants are: C([O:3][C:4](=[O:25])[C:5]([F:24])([F:23])[C:6]1[CH:11]=[CH:10][C:9]([O:12][CH3:13])=[C:8](B2OC(C)(C)C(C)(C)O2)[CH:7]=1)C.Br[C:27]1[CH:34]=[CH:33][C:32]([C:35]([F:38])([F:37])[F:36])=[CH:31][C:28]=1[CH:29]=[O:30]. (2) Given the product [Cl:1][C:2]1[C:7]([Cl:8])=[C:6]([S:9](=[O:19])(=[O:18])[NH:10][C@@H:11]([CH2:16][CH3:17])[C:12]([F:13])([F:15])[F:14])[CH:5]=[CH:4][C:3]=1[C:20]1[S:24][C:23]([C:25]([O:27][CH2:28][CH3:29])=[O:26])=[N:22][C:21]=1[CH2:30][N:35]1[CH2:36][CH2:37][CH2:38][C:33]([F:39])([F:32])[CH2:34]1, predict the reactants needed to synthesize it. The reactants are: [Cl:1][C:2]1[C:7]([Cl:8])=[C:6]([S:9](=[O:19])(=[O:18])[NH:10][C@@H:11]([CH2:16][CH3:17])[C:12]([F:15])([F:14])[F:13])[CH:5]=[CH:4][C:3]=1[C:20]1[S:24][C:23]([C:25]([O:27][CH2:28][CH3:29])=[O:26])=[N:22][C:21]=1[CH:30]=O.[F:32][C:33]1([F:39])[CH2:38][CH2:37][CH2:36][NH:35][CH2:34]1.[BH-](OC(C)=O)(OC(C)=O)OC(C)=O.[Na+].